Predict the reactants needed to synthesize the given product. From a dataset of Full USPTO retrosynthesis dataset with 1.9M reactions from patents (1976-2016). Given the product [ClH:16].[CH3:14][Si:11]1([CH3:15])[CH2:12][CH2:13][NH:8][CH2:9][CH2:10]1, predict the reactants needed to synthesize it. The reactants are: C([N:8]1[CH2:13][CH2:12][Si:11]([CH3:15])([CH3:14])[CH2:10][CH2:9]1)C1C=CC=CC=1.[ClH:16].C(OCC)C.